This data is from Reaction yield outcomes from USPTO patents with 853,638 reactions. The task is: Predict the reaction yield, written as a fraction of the theoretical maximum amount of product (1.0 means a 100% yield; for example, 0.34 means a 34% yield). (1) The reactants are [Cl:1][C:2]1[CH:7]=[CH:6][C:5]([NH:8][C:9]([C:11]2[CH:16]=[CH:15][C:14]([Cl:17])=[CH:13][C:12]=2[Cl:18])=[NH:10])=[CH:4][CH:3]=1.Cl[C:20](=[CH2:23])[C:21]#[N:22].C(N(CC)C(C)C)(C)C.N#N. The catalyst is O1CCCC1. The product is [Cl:1][C:2]1[CH:3]=[CH:4][C:5]([N:8]2[CH2:23][CH:20]([C:21]#[N:22])[N:10]=[C:9]2[C:11]2[CH:16]=[CH:15][C:14]([Cl:17])=[CH:13][C:12]=2[Cl:18])=[CH:6][CH:7]=1. The yield is 0.970. (2) The reactants are [Cl:1][C:2]1[CH:3]=[CH:4][C:5]([S:8]([NH:11][C:12]2[CH:13]=[CH:14][C:15]([F:36])=[C:16]([C@:18]3([CH:33]([F:35])[F:34])[C@@H:24]4[C@@H:22]([CH2:23]4)[O:21][C:20]([NH:25]C(=O)OC(C)(C)C)=[N:19]3)[CH:17]=2)(=[O:10])=[O:9])=[N:6][CH:7]=1.FC(F)(F)C(O)=O. The catalyst is C(Cl)Cl. The product is [NH2:25][C:20]1[O:21][C@H:22]2[C@@H:24]([C@:18]([C:16]3[CH:17]=[C:12]([NH:11][S:8]([C:5]4[CH:4]=[CH:3][C:2]([Cl:1])=[CH:7][N:6]=4)(=[O:9])=[O:10])[CH:13]=[CH:14][C:15]=3[F:36])([CH:33]([F:34])[F:35])[N:19]=1)[CH2:23]2. The yield is 0.900. (3) The reactants are C([Si](Cl)(CC)CC)C.Br[C:10]([Br:17])([F:16])[C:11]([O:13][CH2:14][CH3:15])=[O:12].[C:18]1(=[O:23])[CH2:22][CH2:21][CH:20]=[CH:19]1.Cl. The catalyst is C(#N)C.[Zn].CCOC(C)=O. The product is [Br:17][C:10]([F:16])([CH:20]1[CH2:21][CH2:22][C:18](=[O:23])[CH2:19]1)[C:11]([O:13][CH2:14][CH3:15])=[O:12]. The yield is 0.880. (4) The yield is 0.0800. The reactants are [NH2:1][C:2]1[C:7]2=[C:8]([C:22]3[CH:27]=[CH:26][C:25]([NH:28][C:29]([NH:31][C:32]4[CH:37]=[C:36]([C:38]([F:41])([F:40])[F:39])[CH:35]=[CH:34][N:33]=4)=[O:30])=[CH:24][CH:23]=3)[C:9]([C:11]([NH:13][C@H:14]([C:17]([O:19][CH2:20][CH3:21])=[O:18])[CH2:15]O)=[O:12])=[CH:10][N:6]2[N:5]=[CH:4][N:3]=1.CCN(S(F)(F)F)CC.CC(C)=O.C(=O)=O.C1CCN2C(=NCCC2)CC1.BrC(Cl)(Cl)Cl. The product is [NH2:1][C:2]1[C:7]2=[C:8]([C:22]3[CH:23]=[CH:24][C:25]([NH:28][C:29]([NH:31][C:32]4[CH:37]=[C:36]([C:38]([F:41])([F:40])[F:39])[CH:35]=[CH:34][N:33]=4)=[O:30])=[CH:26][CH:27]=3)[C:9]([C:11]3[O:12][CH:15]=[C:14]([C:17]([O:19][CH2:20][CH3:21])=[O:18])[N:13]=3)=[CH:10][N:6]2[N:5]=[CH:4][N:3]=1. The catalyst is CCOC(C)=O.C1COCC1. (5) The reactants are C[O:2][C:3]1[CH:29]=[CH:28][C:6]2[C:7](=[CH:16][C:17]3[CH:18]=[C:19]([NH:23][S:24]([CH3:27])(=[O:26])=[O:25])[CH:20]=[CH:21][CH:22]=3)[C:8]3[CH:15]=[CH:14][CH:13]=[CH:12][C:9]=3[CH2:10][CH2:11][C:5]=2[CH:4]=1.B(Br)(Br)Br. No catalyst specified. The product is [OH:2][C:3]1[CH:29]=[CH:28][C:6]2[C:7](=[CH:16][C:17]3[CH:18]=[C:19]([NH:23][S:24]([CH3:27])(=[O:26])=[O:25])[CH:20]=[CH:21][CH:22]=3)[C:8]3[CH:15]=[CH:14][CH:13]=[CH:12][C:9]=3[CH2:10][CH2:11][C:5]=2[CH:4]=1. The yield is 0.690. (6) The reactants are [CH3:1][O:2][C:3](=[O:22])[CH:4]([C:6]1[CH:15]=[CH:14][C:13]2[C:8](=[CH:9][CH:10]=[C:11]([O:16][CH2:17][C:18]([O:20][CH3:21])=[O:19])[CH:12]=2)[CH:7]=1)[CH3:5].[C:23]([O-])([O-])=O.[K+].[K+].[I-].[Na+].ClC(C)C(OC)=O. The catalyst is CC(C)=O. The product is [CH3:1][O:2][C:3](=[O:22])[CH:4]([C:6]1[CH:15]=[CH:14][C:13]2[C:8](=[CH:9][CH:10]=[C:11]([O:16][CH:17]([C:18]([O:20][CH3:21])=[O:19])[CH3:23])[CH:12]=2)[CH:7]=1)[CH3:5]. The yield is 0.850.